This data is from Forward reaction prediction with 1.9M reactions from USPTO patents (1976-2016). The task is: Predict the product of the given reaction. (1) Given the reactants [CH:1]1([C@H:7]([NH2:32])[C@@H:8]([C:25]2[CH:30]=[CH:29][CH:28]=[CH:27][C:26]=2[F:31])[CH2:9][CH2:10][N:11]2[CH2:16][CH2:15][N:14]([C:17]3[CH:22]=[CH:21][CH:20]=[CH:19][C:18]=3[O:23][CH3:24])[CH2:13][CH2:12]2)[CH2:6][CH2:5][CH2:4][CH2:3][CH2:2]1, predict the reaction product. The product is: [CH:1]1([C@@H:7]([NH2:32])[C@H:8]([C:25]2[CH:30]=[CH:29][CH:28]=[CH:27][C:26]=2[F:31])[CH2:9][CH2:10][N:11]2[CH2:16][CH2:15][N:14]([C:17]3[CH:22]=[CH:21][CH:20]=[CH:19][C:18]=3[O:23][CH3:24])[CH2:13][CH2:12]2)[CH2:6][CH2:5][CH2:4][CH2:3][CH2:2]1. (2) Given the reactants [Cl:1][C:2]1[CH:7]=[CH:6][N:5]=[CH:4][C:3]=1[NH2:8].[NH2:9][C:10]1[C:11]([C:25](O)=[O:26])=[N:12][C:13]([C:17]2[C:22]([F:23])=[CH:21][CH:20]=[CH:19][C:18]=2[F:24])=[C:14]([F:16])[CH:15]=1.C1C=NC2N(O)N=NC=2C=1.CCN=C=NCCCN(C)C, predict the reaction product. The product is: [NH2:9][C:10]1[C:11]([C:25]([NH:8][C:3]2[CH:4]=[N:5][CH:6]=[CH:7][C:2]=2[Cl:1])=[O:26])=[N:12][C:13]([C:17]2[C:18]([F:24])=[CH:19][CH:20]=[CH:21][C:22]=2[F:23])=[C:14]([F:16])[CH:15]=1. (3) The product is: [C:1]([O:4][CH2:5][C@@H:6]1[C@@H:13]2[C@@H:9]([O:10][C:11]([CH3:15])([CH3:14])[O:12]2)[C@H:8]([N:16]2[CH:24]=[N:23][C:22]3[C:17]2=[N:18][CH:19]=[N:20][C:21]=3[CH2:27][CH:28]([CH3:30])[CH3:29])[CH2:7]1)(=[O:3])[CH3:2]. Given the reactants [C:1]([O:4][CH2:5][C@@H:6]1[C@@H:13]2[C@@H:9]([O:10][C:11]([CH3:15])([CH3:14])[O:12]2)[C@H:8]([N:16]2[CH:24]=[N:23][C:22]3[C:17]2=[N:18][CH:19]=[N:20][C:21]=3Cl)[CH2:7]1)(=[O:3])[CH3:2].[Br-].[CH2:27]([Zn+])[CH:28]([CH3:30])[CH3:29], predict the reaction product. (4) Given the reactants [N:1]1[C:9]([NH:10][C@H:11]([C:13]2[N:17]([CH:18]3[CH2:23][CH2:22][N:21](C(OC(C)(C)C)=O)[CH2:20][CH2:19]3)[C:16]3[CH:31]=[CH:32][CH:33]=[CH:34][C:15]=3[N:14]=2)[CH3:12])=[C:8]2[C:4]([NH:5][CH:6]=[N:7]2)=[N:3][CH:2]=1.C(O)(C(F)(F)F)=O, predict the reaction product. The product is: [NH:21]1[CH2:22][CH2:23][CH:18]([N:17]2[C:16]3[CH:31]=[CH:32][CH:33]=[CH:34][C:15]=3[N:14]=[C:13]2[C@@H:11]([NH:10][C:9]2[N:1]=[CH:2][N:3]=[C:4]3[C:8]=2[N:7]=[CH:6][NH:5]3)[CH3:12])[CH2:19][CH2:20]1. (5) The product is: [Cl:1][C:2]1[CH:20]=[C:19]2[C:5]([C:6](=[O:22])[C:7](=[O:21])[C:8]3[S:18][CH2:17][C:11]4([CH2:16][CH2:15][N:14]([CH2:32][C@H:30]([OH:31])[CH2:23][C:24]5[CH:29]=[CH:28][CH:27]=[CH:26][CH:25]=5)[CH2:13][CH2:12]4)[O:10][C:9]=32)=[CH:4][CH:3]=1. Given the reactants [Cl:1][C:2]1[CH:20]=[C:19]2[C:5]([C:6](=[O:22])[C:7](=[O:21])[C:8]3[S:18][CH2:17][C:11]4([CH2:16][CH2:15][NH:14][CH2:13][CH2:12]4)[O:10][C:9]=32)=[CH:4][CH:3]=1.[CH2:23]([C@@H:30]1[CH2:32][O:31]1)[C:24]1[CH:29]=[CH:28][CH:27]=[CH:26][CH:25]=1, predict the reaction product. (6) Given the reactants [CH3:1][C:2]1[O:6][C:5]([C:7]2[CH:12]=[CH:11][C:10](C)=[CH:9][CH:8]=2)=[N:4][C:3]=1[CH2:14][CH2:15][O:16][C:17]1[CH:22]=[CH:21][C:20]([CH2:23][C@H:24]([NH:30]CC2C=CC(F)=CC=2)[C:25]([O:27][CH2:28]C)=[O:26])=[CH:19][CH:18]=1.[F:39][C:40]1[C:45]([CH:46]=O)=[C:44]([F:48])[C:43]([F:49])=[C:42]([F:50])[C:41]=1[F:51], predict the reaction product. The product is: [CH3:1][C:2]1[O:6][C:5]([C:7]2[CH:12]=[CH:11][CH:10]=[CH:9][CH:8]=2)=[N:4][C:3]=1[CH2:14][CH2:15][O:16][C:17]1[CH:18]=[CH:19][C:20]([CH2:23][C@H:24]([NH:30][CH2:46][C:45]2[C:40]([F:39])=[C:41]([F:51])[C:42]([F:50])=[C:43]([F:49])[C:44]=2[F:48])[C:25]([O:27][CH3:28])=[O:26])=[CH:21][CH:22]=1. (7) Given the reactants [CH:1]1([C:4]2[CH:13]=[CH:12][C:7]([C:8]([O:10][CH3:11])=[O:9])=[C:6]([OH:14])[CH:5]=2)[CH2:3][CH2:2]1.[Br:15]Br.O, predict the reaction product. The product is: [Br:15][C:13]1[C:4]([CH:1]2[CH2:3][CH2:2]2)=[CH:5][C:6]([OH:14])=[C:7]([CH:12]=1)[C:8]([O:10][CH3:11])=[O:9].